This data is from Forward reaction prediction with 1.9M reactions from USPTO patents (1976-2016). The task is: Predict the product of the given reaction. (1) Given the reactants CN(C(ON1N=NC2C=CC=NC1=2)=[N+](C)C)C.F[P-](F)(F)(F)(F)F.CCN(C(C)C)C(C)C.[OH:34][CH2:35][C@H:36]([NH:40][C:41](=[O:49])[CH2:42][N:43]1[CH2:48][CH2:47][O:46][CH2:45][CH2:44]1)[C:37]([OH:39])=O.[NH2:50][C@@H:51]([CH2:69][C:70]1[CH:75]=[CH:74][C:73]([S:76]([CH3:79])(=[O:78])=[O:77])=[CH:72][CH:71]=1)[C:52]([NH:54][C@@H:55]([CH2:62][C:63]1[CH2:68][CH2:67][CH2:66][CH2:65][CH:64]=1)[C:56]([C@@:58]1([CH3:61])[CH2:60][O:59]1)=[O:57])=[O:53], predict the reaction product. The product is: [C:63]1([CH2:62][C@H:55]([NH:54][C:52](=[O:53])[C@@H:51]([NH:50][C:37](=[O:39])[C@@H:36]([NH:40][C:41](=[O:49])[CH2:42][N:43]2[CH2:48][CH2:47][O:46][CH2:45][CH2:44]2)[CH2:35][OH:34])[CH2:69][C:70]2[CH:75]=[CH:74][C:73]([S:76]([CH3:79])(=[O:77])=[O:78])=[CH:72][CH:71]=2)[C:56]([C@@:58]2([CH3:61])[CH2:60][O:59]2)=[O:57])[CH2:68][CH2:67][CH2:66][CH2:65][CH:64]=1. (2) Given the reactants [CH:1]1([N:4]([CH2:18][C:19]2[N:23]=[C:22]([C:24]([O:26]CC)=O)[O:21][N:20]=2)[S:5]([C:8]2[C:13]([CH3:14])=[CH:12][C:11]([O:15][CH3:16])=[CH:10][C:9]=2[CH3:17])(=[O:7])=[O:6])[CH2:3][CH2:2]1.[N:29]1([CH2:34][CH2:35][CH:36]2[CH2:41][CH2:40][NH:39][CH2:38][CH2:37]2)[CH2:33][CH2:32][CH2:31][CH2:30]1.C[Al](C)C, predict the reaction product. The product is: [NH3:4].[CH:1]1([N:4]([CH2:18][C:19]2[N:23]=[C:22]([C:24]([N:39]3[CH2:38][CH2:37][CH:36]([CH2:35][CH2:34][N:29]4[CH2:33][CH2:32][CH2:31][CH2:30]4)[CH2:41][CH2:40]3)=[O:26])[O:21][N:20]=2)[S:5]([C:8]2[C:13]([CH3:14])=[CH:12][C:11]([O:15][CH3:16])=[CH:10][C:9]=2[CH3:17])(=[O:6])=[O:7])[CH2:3][CH2:2]1.